Dataset: Full USPTO retrosynthesis dataset with 1.9M reactions from patents (1976-2016). Task: Predict the reactants needed to synthesize the given product. Given the product [Cl:27][C:4]1[C:5]2[S:10][C:9]3[CH:11]=[CH:12][CH:13]=[CH:14][C:8]=3[C:6]=2[N:7]=[C:2]([NH2:1])[N:3]=1, predict the reactants needed to synthesize it. The reactants are: [NH2:1][C:2]1[NH:3][C:4](=O)[C:5]2[S:10][C:9]3[CH:11]=[CH:12][CH:13]=[CH:14][C:8]=3[C:6]=2[N:7]=1.CN(C)C1C=CC=CC=1.P(Cl)(Cl)([Cl:27])=O.